From a dataset of Peptide-MHC class I binding affinity with 185,985 pairs from IEDB/IMGT. Regression. Given a peptide amino acid sequence and an MHC pseudo amino acid sequence, predict their binding affinity value. This is MHC class I binding data. (1) The peptide sequence is TEAEKWPFF. The MHC is HLA-A03:01 with pseudo-sequence HLA-A03:01. The binding affinity (normalized) is 0.0847. (2) The peptide sequence is SVEDVSAFVR. The MHC is HLA-A11:01 with pseudo-sequence HLA-A11:01. The binding affinity (normalized) is 0.667. (3) The peptide sequence is MPSMSRRVF. The MHC is HLA-B53:01 with pseudo-sequence HLA-B53:01. The binding affinity (normalized) is 0.458. (4) The peptide sequence is FPMIIGSEL. The MHC is HLA-B51:01 with pseudo-sequence HLA-B51:01. The binding affinity (normalized) is 0.292.